This data is from hERG potassium channel inhibition data for cardiac toxicity prediction from Karim et al.. The task is: Regression/Classification. Given a drug SMILES string, predict its toxicity properties. Task type varies by dataset: regression for continuous values (e.g., LD50, hERG inhibition percentage) or binary classification for toxic/non-toxic outcomes (e.g., AMES mutagenicity, cardiotoxicity, hepatotoxicity). Dataset: herg_karim. (1) The drug is NC(c1ccccc1)C(O)(c1cccnc1)c1cccnc1. The result is 0 (non-blocker). (2) The compound is CCCC#Cc1cc(-c2n[nH]c3c2Cc2cc(CN4CCN(C)CC4)ccc2-3)cs1. The result is 1 (blocker). (3) The molecule is Cc1ncoc1-c1nnc(SCCCN2[C@H]3CC[C@@H]2C[C@H](c2ccc(C(F)(F)F)cc2F)C3)n1C. The result is 1 (blocker). (4) The drug is O=c1ccc2ncc(F)c3c2n1CC3(O)CC12CCC(NCc3ncc4c(c3Cl)OCCO4)(CC1)CO2. The result is 0 (non-blocker). (5) The result is 1 (blocker). The molecule is Clc1cn(Cc2ccccc2)c2ncnc(OC3CCN(Cc4cscn4)CC3)c12. (6) The compound is O=C1CC(c2ccc(O)cc2)Oc2cc(O)cc(O)c21. The result is 0 (non-blocker). (7) The result is 0 (non-blocker). The compound is COC1COCCC1N[C@@H]1C[C@H]2CCC[C@@]2(C(=O)N2CCc3ncc(Cl)cc3C2)C1.